This data is from Full USPTO retrosynthesis dataset with 1.9M reactions from patents (1976-2016). The task is: Predict the reactants needed to synthesize the given product. (1) Given the product [F:27][C:24]1([F:28])[CH2:23][CH2:22][C:21]([CH2:20][NH:19][C:16]([C:4]2[C:3]3[C:7](=[CH:8][CH:9]=[CH:10][C:2]=3[Cl:1])[N:6]([CH2:11][CH2:12][CH:13]([F:14])[F:15])[CH:5]=2)=[O:18])([OH:29])[CH2:26][CH2:25]1, predict the reactants needed to synthesize it. The reactants are: [Cl:1][C:2]1[CH:10]=[CH:9][CH:8]=[C:7]2[C:3]=1[C:4]([C:16]([OH:18])=O)=[CH:5][N:6]2[CH2:11][CH2:12][CH:13]([F:15])[F:14].[NH2:19][CH2:20][C:21]1([OH:29])[CH2:26][CH2:25][C:24]([F:28])([F:27])[CH2:23][CH2:22]1.CCN(CC)CC.C(Cl)CCl.N1(O)C2C=CC=CC=2N=N1. (2) Given the product [CH3:1][O:2][C:3]1[N:8]=[C:7]([C:9]([OH:27])=[O:24])[CH:6]=[CH:5][C:4]=1[C:11]1[CH:19]=[C:18]([C:20]([F:23])([F:22])[F:21])[CH:17]=[C:16]2[C:12]=1[CH:13]=[N:14][NH:15]2, predict the reactants needed to synthesize it. The reactants are: [CH3:1][O:2][C:3]1[N:8]=[C:7]([C:9]#N)[CH:6]=[CH:5][C:4]=1[C:11]1[CH:19]=[C:18]([C:20]([F:23])([F:22])[F:21])[CH:17]=[C:16]2[C:12]=1[CH:13]=[N:14][NH:15]2.[OH-:24].[Na+].Cl.[OH2:27]. (3) Given the product [Cl:23][C:22]1[C:16]2[C:17](=[N:18][N:14]([CH2:10][CH2:11][C:12]#[C:13][C:2]3[CH:7]=[CH:6][CH:5]=[C:4]([CH2:8][F:9])[N:3]=3)[N:15]=2)[CH:19]=[CH:20][CH:21]=1, predict the reactants needed to synthesize it. The reactants are: Br[C:2]1[CH:7]=[CH:6][CH:5]=[C:4]([CH2:8][F:9])[N:3]=1.[CH2:10]([N:14]1[N:18]=[C:17]2[CH:19]=[CH:20][CH:21]=[C:22]([Cl:23])[C:16]2=[N:15]1)[CH2:11][C:12]#[CH:13].